This data is from Catalyst prediction with 721,799 reactions and 888 catalyst types from USPTO. The task is: Predict which catalyst facilitates the given reaction. (1) Reactant: [BH4-].[Na+].[C:3]([O:7][C:8]([C@@:10]1([CH2:24][CH:25]=[O:26])[CH2:14][C:13](=[O:15])[N:12]([C@@H:16]([C:18]2[CH:23]=[CH:22][CH:21]=[CH:20][CH:19]=2)[CH3:17])[CH2:11]1)=[O:9])([CH3:6])([CH3:5])[CH3:4].C(O)(=O)CC(CC(O)=O)(C(O)=O)O.C(OCC)(=O)C. Product: [C:3]([O:7][C:8]([C@@:10]1([CH2:24][CH2:25][OH:26])[CH2:14][C:13](=[O:15])[N:12]([C@@H:16]([C:18]2[CH:23]=[CH:22][CH:21]=[CH:20][CH:19]=2)[CH3:17])[CH2:11]1)=[O:9])([CH3:6])([CH3:5])[CH3:4]. The catalyst class is: 5. (2) Reactant: [Br:1][CH2:2][CH2:3][CH2:4][CH2:5][C:6]([OH:8])=[O:7].C(Cl)(=O)C(Cl)=O.[C:15](O)([CH3:18])([CH3:17])[CH3:16]. Product: [Br:1][CH2:2][CH2:3][CH2:4][CH2:5][C:6]([O:8][C:15]([CH3:18])([CH3:17])[CH3:16])=[O:7]. The catalyst class is: 59. (3) Reactant: Cl[C:2]1[N:7]=[C:6]([NH:8][C:9]2[CH:13]=[C:12]([CH3:14])[NH:11][N:10]=2)[C:5]([Cl:15])=[CH:4][N:3]=1.[NH2:16][C:17]1[C:22]([F:23])=[CH:21][C:20]([CH:24]2[CH2:29][CH2:28][N:27](C(OC(C)(C)C)=O)[CH:26]([CH3:37])[CH2:25]2)=[C:19]([CH3:38])[CH:18]=1.Cl. Product: [Cl:15][C:5]1[C:6]([NH:8][C:9]2[CH:13]=[C:12]([CH3:14])[NH:11][N:10]=2)=[N:7][C:2]([NH:16][C:17]2[CH:18]=[C:19]([CH3:38])[C:20]([CH:24]3[CH2:29][CH2:28][NH:27][CH:26]([CH3:37])[CH2:25]3)=[CH:21][C:22]=2[F:23])=[N:3][CH:4]=1. The catalyst class is: 41. (4) Reactant: [C:1]([N:5]1[CH:9]=[C:8]2[O:10][C:11]3([CH2:20][C:21](=[O:22])[C:7]2=[N:6]1)[CH2:16][CH2:15][N:14](C([O-])=O)[CH2:13][CH2:12]3)([CH3:4])([CH3:3])[CH3:2].C(Cl)(=O)C. Product: [C:1]([N:5]1[CH:9]=[C:8]2[O:10][C:11]3([CH2:20][C:21](=[O:22])[C:7]2=[N:6]1)[CH2:16][CH2:15][NH:14][CH2:13][CH2:12]3)([CH3:4])([CH3:2])[CH3:3]. The catalyst class is: 191. (5) Reactant: FC(F)(F)C(O)=O.[CH3:8][O:9][C:10]1([CH3:16])[CH2:15][CH2:14][NH:13][CH2:12][CH2:11]1.[Br:17][CH2:18][C:19](Br)=[O:20]. Product: [Br:17][CH2:18][C:19]([N:13]1[CH2:14][CH2:15][C:10]([O:9][CH3:8])([CH3:16])[CH2:11][CH2:12]1)=[O:20]. The catalyst class is: 2. (6) Reactant: [NH2:1][C:2]1[C:13]([Br:14])=[CH:12][CH:11]=[CH:10][C:3]=1[C:4]([NH:6][CH:7]([CH3:9])[CH3:8])=[O:5].[C:15](OC(Cl)(Cl)Cl)(OC(Cl)(Cl)Cl)=[O:16].O. Product: [Br:14][C:13]1[CH:12]=[CH:11][CH:10]=[C:3]2[C:2]=1[NH:1][C:15](=[O:16])[N:6]([CH:7]([CH3:9])[CH3:8])[C:4]2=[O:5]. The catalyst class is: 2.